From a dataset of Forward reaction prediction with 1.9M reactions from USPTO patents (1976-2016). Predict the product of the given reaction. The product is: [C:27]1([C:30]2[CH:35]=[CH:34][CH:33]=[CH:32][CH:31]=2)[CH:26]=[CH:25][C:24]([NH:23][C:18](=[O:20])[C:12](=[C:4]2[NH:3][C:2]([CH3:1])=[C:6]([S:7]([NH:10][CH3:11])(=[O:8])=[O:9])[S:5]2)[C:13]([O:15][CH2:16][CH3:17])=[O:14])=[CH:29][CH:28]=1. Given the reactants [CH3:1][C:2]1[NH:3][C:4](=[C:12]([C:18]([O:20]CC)=O)[C:13]([O:15][CH2:16][CH3:17])=[O:14])[S:5][C:6]=1[S:7]([NH:10][CH3:11])(=[O:9])=[O:8].[NH2:23][C:24]1[CH:29]=[CH:28][C:27]([C:30]2[CH:35]=[CH:34][CH:33]=[CH:32][CH:31]=2)=[CH:26][CH:25]=1, predict the reaction product.